From a dataset of Forward reaction prediction with 1.9M reactions from USPTO patents (1976-2016). Predict the product of the given reaction. (1) The product is: [I:1][C:2]1[CH:3]=[C:4]([C:8]2[N:12]([CH3:13])[C:11](=[S:24])[O:10][N:9]=2)[CH:5]=[CH:6][CH:7]=1. Given the reactants [I:1][C:2]1[CH:3]=[C:4]([C:8]2[N:12]([CH3:13])[C:11](=O)[O:10][N:9]=2)[CH:5]=[CH:6][CH:7]=1.COC1C=CC(P2(SP(C3C=CC(OC)=CC=3)(=S)S2)=[S:24])=CC=1, predict the reaction product. (2) The product is: [CH3:10][C:8]1[N:9]=[C:5]([NH:4][C:1](=[O:3])[CH3:2])[S:6][C:7]=1[C:11]1[CH:16]=[CH:15][C:14]([S:17](=[O:19])(=[O:18])[NH2:27])=[CH:13][CH:12]=1. Given the reactants [C:1]([NH:4][C:5]1[S:6][C:7]([C:11]2[CH:16]=[CH:15][C:14]([S:17](Cl)(=[O:19])=[O:18])=[CH:13][CH:12]=2)=[C:8]([CH3:10])[N:9]=1)(=[O:3])[CH3:2].C(=O)([O-])[O-].[Na+].[Na+].[NH3:27].C(OCC)C, predict the reaction product. (3) Given the reactants [CH2:1]([O:4][C:5]1[CH:20]=[CH:19][C:8]([CH2:9][S:10][CH2:11][CH2:12][C:13]2[N:17]([CH3:18])[N:16]=[CH:15][CH:14]=2)=[CH:7][CH:6]=1)[CH:2]=[CH2:3].ClC1C=C(C(OO)=[O:29])C=CC=1, predict the reaction product. The product is: [CH2:1]([O:4][C:5]1[CH:20]=[CH:19][C:8]([CH2:9][S:10]([CH2:11][CH2:12][C:13]2[N:17]([CH3:18])[N:16]=[CH:15][CH:14]=2)=[O:29])=[CH:7][CH:6]=1)[CH:2]=[CH2:3].